Predict which catalyst facilitates the given reaction. From a dataset of Catalyst prediction with 721,799 reactions and 888 catalyst types from USPTO. (1) Reactant: [CH2:1]([C:4]1[N:13]([CH2:14][C:15]2[CH:20]=[CH:19][CH:18]=[CH:17][CH:16]=2)[C:12](=[O:21])[C:11]2[C:6](=[CH:7][CH:8]=[CH:9][CH:10]=2)[N:5]=1)[CH2:2][CH3:3].C([O-])(=O)C.[Na+].[Br:27]Br.O. Product: [Br:27][CH:1]([C:4]1[N:13]([CH2:14][C:15]2[CH:16]=[CH:17][CH:18]=[CH:19][CH:20]=2)[C:12](=[O:21])[C:11]2[C:6](=[CH:7][CH:8]=[CH:9][CH:10]=2)[N:5]=1)[CH2:2][CH3:3]. The catalyst class is: 15. (2) Reactant: [CH3:1][N:2]1[CH2:7][CH2:6][NH:5][CH2:4][CH2:3]1.[F:8][C:9]1[CH:10]=[C:11]2[C:16](=[CH:17][C:18]=1F)[N:15]([CH2:20][C:21]1[CH:26]=[CH:25][C:24]([C:27]([F:30])([F:29])[F:28])=[CH:23][C:22]=1[F:31])[CH:14]=[C:13]([C:32]#[N:33])[C:12]2=[O:34]. Product: [F:8][C:9]1[CH:10]=[C:11]2[C:16](=[CH:17][C:18]=1[N:5]1[CH2:6][CH2:7][N:2]([CH3:1])[CH2:3][CH2:4]1)[N:15]([CH2:20][C:21]1[CH:26]=[CH:25][C:24]([C:27]([F:28])([F:29])[F:30])=[CH:23][C:22]=1[F:31])[CH:14]=[C:13]([C:32]#[N:33])[C:12]2=[O:34]. The catalyst class is: 10. (3) Reactant: [CH3:1][O:2][C:3]1[CH:4]=[C:5]([CH:27]=[CH:28][C:29]=1[N:30]1[CH:34]=[C:33]([CH3:35])[N:32]=[CH:31]1)/[CH:6]=[C:7]1/[C:8](=[O:26])[N:9]2[C@@H:14]([CH2:15][CH2:16]/1)[CH2:13][CH2:12][CH2:11][C@H:10]2[C:17]1[CH:25]=[CH:24][C:20](C(O)=O)=[CH:19][CH:18]=1.C1(P([N:50]=[N+]=[N-])(C2C=CC=CC=2)=O)C=CC=CC=1.C(N(CC)CC)C. Product: [NH2:50][C:20]1[CH:19]=[CH:18][C:17]([C@@H:10]2[CH2:11][CH2:12][CH2:13][C@H:14]3[N:9]2[C:8](=[O:26])/[C:7](=[CH:6]/[C:5]2[CH:27]=[CH:28][C:29]([N:30]4[CH:34]=[C:33]([CH3:35])[N:32]=[CH:31]4)=[C:3]([O:2][CH3:1])[CH:4]=2)/[CH2:16][CH2:15]3)=[CH:25][CH:24]=1. The catalyst class is: 11. (4) Reactant: Cl[C:2]1[CH:7]=[C:6]([C:8]([F:11])([F:10])[F:9])[CH:5]=[C:4]([CH3:12])[N:3]=1.[CH3:13][O:14][C:15]1[CH:16]=[C:17]([NH2:27])[CH:18]=[CH:19][C:20]=1[N:21]1[CH:25]=[C:24]([CH3:26])[N:23]=[CH:22]1. Product: [CH3:13][O:14][C:15]1[CH:16]=[C:17]([NH:27][C:2]2[CH:7]=[C:6]([C:8]([F:11])([F:10])[F:9])[CH:5]=[C:4]([CH3:12])[N:3]=2)[CH:18]=[CH:19][C:20]=1[N:21]1[CH:25]=[C:24]([CH3:26])[N:23]=[CH:22]1. The catalyst class is: 98.